This data is from NCI-60 drug combinations with 297,098 pairs across 59 cell lines. The task is: Regression. Given two drug SMILES strings and cell line genomic features, predict the synergy score measuring deviation from expected non-interaction effect. Drug 1: CCC1=CC2CC(C3=C(CN(C2)C1)C4=CC=CC=C4N3)(C5=C(C=C6C(=C5)C78CCN9C7C(C=CC9)(C(C(C8N6C)(C(=O)OC)O)OC(=O)C)CC)OC)C(=O)OC.C(C(C(=O)O)O)(C(=O)O)O. Drug 2: C1CC(C1)(C(=O)O)C(=O)O.[NH2-].[NH2-].[Pt+2]. Cell line: HL-60(TB). Synergy scores: CSS=65.9, Synergy_ZIP=-1.77, Synergy_Bliss=-4.07, Synergy_Loewe=-5.36, Synergy_HSA=-2.52.